This data is from Reaction yield outcomes from USPTO patents with 853,638 reactions. The task is: Predict the reaction yield, written as a fraction of the theoretical maximum amount of product (1.0 means a 100% yield; for example, 0.34 means a 34% yield). (1) The reactants are [F:1][C:2]1[CH:7]=[CH:6][C:5]([NH:8][C:9]2[N:17]=[C:16]([NH:18][NH2:19])[N:15]=[C:14]3[C:10]=2[N:11]=[CH:12][N:13]3[CH3:20])=[CH:4][CH:3]=1.[CH3:21][C:22](=O)[CH2:23][C:24](=O)[CH3:25].O. The catalyst is C(O)C. The product is [CH3:21][C:22]1[CH:23]=[C:24]([CH3:25])[N:18]([C:16]2[N:15]=[C:14]3[C:10]([N:11]=[CH:12][N:13]3[CH3:20])=[C:9]([NH:8][C:5]3[CH:6]=[CH:7][C:2]([F:1])=[CH:3][CH:4]=3)[N:17]=2)[N:19]=1. The yield is 1.00. (2) The reactants are C([O:8][C:9]1[C:10]([F:42])=[C:11]([C:38]([F:41])=[CH:39][CH:40]=1)[CH2:12][C:13]1[C:21]2[C:16](=[N:17][CH:18]=[C:19]([C:22]3[CH:23]=[N:24][CH:25]=[CH:26][CH:27]=3)[CH:20]=2)[N:15]([Si:28]([CH:35]([CH3:37])[CH3:36])([CH:32]([CH3:34])[CH3:33])[CH:29]([CH3:31])[CH3:30])[CH:14]=1)C1C=CC=CC=1. The catalyst is CO.[OH-].[OH-].[Pd+2]. The product is [F:42][C:10]1[C:11]([CH2:12][C:13]2[C:21]3[C:16](=[N:17][CH:18]=[C:19]([C:22]4[CH:23]=[N:24][CH:25]=[CH:26][CH:27]=4)[CH:20]=3)[N:15]([Si:28]([CH:32]([CH3:34])[CH3:33])([CH:35]([CH3:36])[CH3:37])[CH:29]([CH3:30])[CH3:31])[CH:14]=2)=[C:38]([F:41])[CH:39]=[CH:40][C:9]=1[OH:8]. The yield is 0.990. (3) The reactants are Cl.[C:2]([NH2:5])(=[NH:4])[CH3:3].C[O-].[Na+].[C:9]([C:11]1[CH:16]=[CH:15][CH:14]=[CH:13][C:12]=1[C:17]1[CH:22]=[CH:21][C:20]([CH2:23][CH:24]([C:30](=O)[CH2:31][CH2:32][CH3:33])[C:25](OCC)=[O:26])=[C:19]([F:35])[CH:18]=1)#[N:10].[Cl-].[NH4+]. The catalyst is CO.C(OCC)(=O)C. The product is [F:35][C:19]1[CH:18]=[C:17]([C:12]2[C:11]([C:9]#[N:10])=[CH:16][CH:15]=[CH:14][CH:13]=2)[CH:22]=[CH:21][C:20]=1[CH2:23][C:24]1[C:25](=[O:26])[NH:5][C:2]([CH3:3])=[N:4][C:30]=1[CH2:31][CH2:32][CH3:33]. The yield is 0.780.